From a dataset of Reaction yield outcomes from USPTO patents with 853,638 reactions. Predict the reaction yield, written as a fraction of the theoretical maximum amount of product (1.0 means a 100% yield; for example, 0.34 means a 34% yield). (1) The reactants are [Cl:1][C:2]1[C:3]([F:31])=[C:4]([CH:8]2[C:12]([C:15]3[CH:20]=[CH:19][C:18]([Cl:21])=[CH:17][C:16]=3[F:22])([C:13]#[N:14])[CH:11]([CH2:23][C:24]([CH3:27])([CH3:26])[CH3:25])[NH:10][CH:9]2[C:28]([OH:30])=O)[CH:5]=[CH:6][CH:7]=1.[NH2:32][C:33]1[CH:37]=[CH:36][N:35]([CH2:38][C:39]([CH3:42])([OH:41])[CH3:40])[N:34]=1.CN(C(ON1N=NC2C=CC=NC1=2)=[N+](C)C)C.F[P-](F)(F)(F)(F)F.CCN(C(C)C)C(C)C. The catalyst is C(Cl)Cl. The product is [OH:41][C:39]([CH3:42])([CH3:40])[CH2:38][N:35]1[CH:36]=[CH:37][C:33]([NH:32][C:28]([CH:9]2[CH:8]([C:4]3[CH:5]=[CH:6][CH:7]=[C:2]([Cl:1])[C:3]=3[F:31])[C:12]([C:15]3[CH:20]=[CH:19][C:18]([Cl:21])=[CH:17][C:16]=3[F:22])([C:13]#[N:14])[CH:11]([CH2:23][C:24]([CH3:26])([CH3:27])[CH3:25])[NH:10]2)=[O:30])=[N:34]1. The yield is 0.208. (2) The reactants are [N:1]1[C:10]2[C:5](=[CH:6][C:7]([C:11]([OH:13])=O)=[CH:8][CH:9]=2)[CH:4]=[N:3][CH:2]=1.[O:14]([C:21]1[CH:22]=[C:23]([CH:26]=[CH:27][CH:28]=1)[CH2:24][NH2:25])[C:15]1[CH:20]=[CH:19][CH:18]=[CH:17][CH:16]=1.F[P-](F)(F)(F)(F)F.N1(O[P+](N(C)C)(N(C)C)N(C)C)C2C=CC=CC=2N=N1.C(N(CC)CC)C. The catalyst is CN(C)C=O.O. The product is [O:14]([C:21]1[CH:22]=[C:23]([CH:26]=[CH:27][CH:28]=1)[CH2:24][NH:25][C:11]([C:7]1[CH:6]=[C:5]2[C:10](=[CH:9][CH:8]=1)[N:1]=[CH:2][N:3]=[CH:4]2)=[O:13])[C:15]1[CH:16]=[CH:17][CH:18]=[CH:19][CH:20]=1. The yield is 0.500. (3) The reactants are [F:1][C:2]1[CH:7]=[CH:6][C:5]([S:8]([NH:11][C@@H:12]([CH2:17][OH:18])[C:13]([O:15][CH3:16])=[O:14])(=[O:10])=[O:9])=[CH:4][CH:3]=1.C([O-])([O-])=O.[K+].[K+].I[CH2:26][CH3:27]. The catalyst is CN(C=O)C. The product is [CH2:26]([N:11]([S:8]([C:5]1[CH:4]=[CH:3][C:2]([F:1])=[CH:7][CH:6]=1)(=[O:9])=[O:10])[C@@H:12]([CH2:17][OH:18])[C:13]([O:15][CH3:16])=[O:14])[CH3:27]. The yield is 1.00. (4) The reactants are C(OC([NH:8][CH2:9][CH:10]([C:15]1[CH:20]=[CH:19][C:18]([Cl:21])=[CH:17][CH:16]=1)[C:11]([O:13][CH3:14])=[O:12])=O)(C)(C)C.Cl. The catalyst is O1CCOCC1.CCOCC. The product is [ClH:21].[NH2:8][CH2:9][CH:10]([C:15]1[CH:16]=[CH:17][C:18]([Cl:21])=[CH:19][CH:20]=1)[C:11]([O:13][CH3:14])=[O:12]. The yield is 0.890. (5) The reactants are C([O:3][C:4](=[O:23])[CH:5](C#N)[CH:6]([C:14]1[CH:19]=[CH:18][C:17]([Br:20])=[CH:16][CH:15]=1)[C:7]1[CH:12]=[CH:11][C:10]([Cl:13])=[CH:9][CH:8]=1)C.C(O)(=O)C.S(=O)(=O)(O)O. The catalyst is O. The product is [Br:20][C:17]1[CH:16]=[CH:15][C:14]([CH:6]([C:7]2[CH:8]=[CH:9][C:10]([Cl:13])=[CH:11][CH:12]=2)[CH2:5][C:4]([OH:23])=[O:3])=[CH:19][CH:18]=1. The yield is 0.500. (6) The catalyst is C(O)(=O)C. The product is [N+:17](/[CH:20]=[CH:12]/[C:11]1[CH:10]=[C:9]([CH:16]=[CH:15][CH:14]=1)[O:8][CH2:7][C:2]1[CH:3]=[CH:4][CH:5]=[CH:6][N:1]=1)([O-:19])=[O:18]. The yield is 0.710. The reactants are [N:1]1[CH:6]=[CH:5][CH:4]=[CH:3][C:2]=1[CH2:7][O:8][C:9]1[CH:10]=[C:11]([CH:14]=[CH:15][CH:16]=1)[CH:12]=O.[N+:17]([CH3:20])([O-:19])=[O:18].C([O-])(=O)C.[NH4+]. (7) The reactants are [NH2:1][C:2]1[CH:7]=[CH:6][C:5]([OH:8])=[C:4]([F:9])[CH:3]=1.CC(C)([O-])C.[K+].[C:16]([O:20][C:21](=[O:44])[N:22]([CH2:27][C:28]1[CH:29]=[N:30][C:31]([C:34]2[S:42][C:41]3[C:36](=[N:37][CH:38]=[CH:39][C:40]=3Cl)[CH:35]=2)=[CH:32][CH:33]=1)[CH2:23][CH2:24][O:25][CH3:26])([CH3:19])([CH3:18])[CH3:17]. The catalyst is CS(C)=O.O. The product is [C:16]([O:20][C:21](=[O:44])[N:22]([CH2:27][C:28]1[CH:29]=[N:30][C:31]([C:34]2[S:42][C:41]3[C:36](=[N:37][CH:38]=[CH:39][C:40]=3[O:8][C:5]3[CH:6]=[CH:7][C:2]([NH2:1])=[CH:3][C:4]=3[F:9])[CH:35]=2)=[CH:32][CH:33]=1)[CH2:23][CH2:24][O:25][CH3:26])([CH3:19])([CH3:17])[CH3:18]. The yield is 0.580.